Dataset: Forward reaction prediction with 1.9M reactions from USPTO patents (1976-2016). Task: Predict the product of the given reaction. (1) Given the reactants [C:1]([CH2:4][C:5]([NH:7][C:8]1[CH:9]=[C:10]([CH:40]=[CH:41][C:42]=1[O:43][CH3:44])[C:11]([O:13][C@H:14]([C:25]1[CH:30]=[CH:29][C:28]([O:31][CH:32]([F:34])[F:33])=[C:27]([O:35][CH2:36][CH:37]2[CH2:39][CH2:38]2)[CH:26]=1)[CH2:15][C:16]1[C:21]([Cl:22])=[CH:20][N+:19]([O-:23])=[CH:18][C:17]=1[Cl:24])=[O:12])=[O:6])(O)=[O:2].[CH3:45][C@@H:46]1[CH2:51][NH:50][C@@H:49]([CH3:52])[CH2:48][N:47]1[C:53]([O:55][C:56]([CH3:59])([CH3:58])[CH3:57])=[O:54].C(Cl)CCl, predict the reaction product. The product is: [C:56]([O:55][C:53]([N:47]1[C@H:46]([CH3:45])[CH2:51][N:50]([C:1](=[O:2])[CH2:4][C:5]([NH:7][C:8]2[CH:9]=[C:10]([CH:40]=[CH:41][C:42]=2[O:43][CH3:44])[C:11]([O:13][C@H:14]([C:25]2[CH:30]=[CH:29][C:28]([O:31][CH:32]([F:33])[F:34])=[C:27]([O:35][CH2:36][CH:37]3[CH2:38][CH2:39]3)[CH:26]=2)[CH2:15][C:16]2[C:21]([Cl:22])=[CH:20][N+:19]([O-:23])=[CH:18][C:17]=2[Cl:24])=[O:12])=[O:6])[C@@H:49]([CH3:52])[CH2:48]1)=[O:54])([CH3:57])([CH3:59])[CH3:58]. (2) Given the reactants [CH2:1]([O:8][C:9]1[CH:10]=[CH:11][C:12]2[CH2:18][CH2:17][CH:16](I)[C:15](=[O:20])[NH:14][C:13]=2[CH:21]=1)[C:2]1[CH:7]=[CH:6][CH:5]=[CH:4][CH:3]=1.[N-:22]=[N+:23]=[N-:24].[Na+], predict the reaction product. The product is: [N:22]([CH:16]1[C:15](=[O:20])[NH:14][C:13]2[CH:21]=[C:9]([O:8][CH2:1][C:2]3[CH:7]=[CH:6][CH:5]=[CH:4][CH:3]=3)[CH:10]=[CH:11][C:12]=2[CH2:18][CH2:17]1)=[N+:23]=[N-:24].